From a dataset of Forward reaction prediction with 1.9M reactions from USPTO patents (1976-2016). Predict the product of the given reaction. Given the reactants [OH:1][CH2:2][CH:3]([CH2:5][OH:6])[OH:4].[C:7]([OH:16])(=O)[CH2:8][CH2:9][CH2:10][CH2:11][CH2:12][CH2:13][CH3:14], predict the reaction product. The product is: [CH2:7]([O:1][CH2:2][CH:3]([CH2:5][OH:6])[OH:4])[CH2:8][CH2:9][CH2:10][CH2:11][CH2:12][CH2:13][CH3:14].[CH3:2][CH2:3][O:16][CH2:7][CH3:8].